Task: Predict the reactants needed to synthesize the given product.. Dataset: Full USPTO retrosynthesis dataset with 1.9M reactions from patents (1976-2016) (1) Given the product [C:26]([C:30]1[CH:36]=[C:35]([OH:37])[CH:34]=[CH:33][C:31]=1[OH:32])([CH3:29])([CH3:27])[CH3:28], predict the reactants needed to synthesize it. The reactants are: [OH-].C[N+](C)(C)C.[OH-].[Na+].CC(C1C=CC(O)=CC=1)(C1C=CC(O)=CC=1)C.[C:26]([C:30]1[CH:36]=[C:35]([OH:37])[CH:34]=[CH:33][C:31]=1[OH:32])([CH3:29])([CH3:28])[CH3:27]. (2) Given the product [C:1]1([N:7]2[C:12](=[O:13])[NH:11][C:10](=[O:14])[C:9]([C:15]([Cl:20])=[O:17])=[N:8]2)[CH:6]=[CH:5][CH:4]=[CH:3][CH:2]=1, predict the reactants needed to synthesize it. The reactants are: [C:1]1([N:7]2[C:12](=[O:13])[NH:11][C:10](=[O:14])[C:9]([C:15]([OH:17])=O)=[N:8]2)[CH:6]=[CH:5][CH:4]=[CH:3][CH:2]=1.S(Cl)([Cl:20])=O. (3) Given the product [Cl:16][C:10]1[CH:11]=[C:12]([O:13][CH2:14][CH3:15])[C:7]2[N:8]([C:4]([C:19]3[CH:20]=[CH:21][S:17][CH:18]=3)=[CH:5][N:6]=2)[N:9]=1, predict the reactants needed to synthesize it. The reactants are: N#N.Br[C:4]1[N:8]2[N:9]=[C:10]([Cl:16])[CH:11]=[C:12]([O:13][CH2:14][CH3:15])[C:7]2=[N:6][CH:5]=1.[S:17]1[CH:21]=[CH:20][C:19](B(O)O)=[CH:18]1.C([O-])([O-])=O.[Na+].[Na+]. (4) The reactants are: C([N:8]1[CH2:15][C@@H:14]([OH:16])[CH2:13][C@H:9]1[C:10]([OH:12])=[O:11])(OC(C)(C)C)=O.S(Cl)([Cl:19])=O.[CH3:21]O. Given the product [ClH:19].[CH3:21][O:12][C:10](=[O:11])[C@@H:9]1[CH2:13][C@H:14]([OH:16])[CH2:15][NH:8]1, predict the reactants needed to synthesize it. (5) The reactants are: [OH-].[K+].[Br:3][C:4]1[CH:5]=[CH:6][C:7]2[NH:8][C:9]3[C:14]([C:15]=2[CH:16]=1)=[CH:13][C:12]([Br:17])=[CH:11][CH:10]=3.[CH2:18]([CH:20]1[O:22][CH2:21]1)Br. Given the product [Br:17][C:12]1[CH:11]=[CH:10][C:9]2[N:8]([CH2:18][CH:20]3[CH2:21][O:22]3)[C:7]3[C:15]([C:14]=2[CH:13]=1)=[CH:16][C:4]([Br:3])=[CH:5][CH:6]=3, predict the reactants needed to synthesize it.